From a dataset of TCR-epitope binding with 47,182 pairs between 192 epitopes and 23,139 TCRs. Binary Classification. Given a T-cell receptor sequence (or CDR3 region) and an epitope sequence, predict whether binding occurs between them. The epitope is KLSYGIATV. The TCR CDR3 sequence is CSVVWGALYNEQFF. Result: 1 (the TCR binds to the epitope).